From a dataset of Forward reaction prediction with 1.9M reactions from USPTO patents (1976-2016). Predict the product of the given reaction. Given the reactants [NH2:1][CH2:2][C@H:3]1[CH2:7][CH2:6][N:5]([C:8]([O:10][C:11]([CH3:14])([CH3:13])[CH3:12])=[O:9])[CH2:4]1.[Cl:15][C:16]1[N:21]=[C:20](Cl)[C:19]([CH3:23])=[CH:18][N:17]=1, predict the reaction product. The product is: [Cl:15][C:16]1[N:21]=[C:20]([NH:1][CH2:2][C@H:3]2[CH2:7][CH2:6][N:5]([C:8]([O:10][C:11]([CH3:14])([CH3:13])[CH3:12])=[O:9])[CH2:4]2)[C:19]([CH3:23])=[CH:18][N:17]=1.